Predict which catalyst facilitates the given reaction. From a dataset of Catalyst prediction with 721,799 reactions and 888 catalyst types from USPTO. (1) Reactant: [NH:1]([C:3]1[CH:8]=[C:7]([C:9]#[N:10])[CH:6]=[CH:5][N:4]=1)[NH2:2].C([O:13][CH:14]=[C:15]([C:21](OCC)=O)[C:16]([O:18][CH2:19][CH3:20])=[O:17])C.C([O-])([O-])=O.[K+].[K+]. Product: [C:9]([C:7]1[CH:6]=[CH:5][N:4]=[C:3]([N:1]2[C:14]([OH:13])=[C:15]([C:16]([O:18][CH2:19][CH3:20])=[O:17])[CH:21]=[N:2]2)[CH:8]=1)#[N:10]. The catalyst class is: 6. (2) Reactant: Cl.Cl.Cl.[NH:4]1[C:12]2[C:7](=[CH:8][CH:9]=[C:10]([NH:13][C:14]([C:16]3[C:35]([N:36]4[CH2:41][CH2:40][NH:39][CH2:38][CH2:37]4)=[CH:34][C:19]4[NH:20][C:21]([NH:23][C:24]5[CH:29]=[CH:28][CH:27]=[CH:26][C:25]=5[C:30]([F:33])([F:32])[F:31])=[N:22][C:18]=4[CH:17]=3)=[O:15])[CH:11]=2)[CH:6]=[N:5]1.[C:42]([OH:46])(=[O:45])[CH:43]=O.C([BH3-])#N.[Na+]. Product: [NH:4]1[C:12]2[C:7](=[CH:8][CH:9]=[C:10]([NH:13][C:14]([C:16]3[C:35]([N:36]4[CH2:37][CH2:38][N:39]([CH2:43][C:42]([OH:46])=[O:45])[CH2:40][CH2:41]4)=[CH:34][C:19]4[NH:20][C:21]([NH:23][C:24]5[CH:29]=[CH:28][CH:27]=[CH:26][C:25]=5[C:30]([F:31])([F:32])[F:33])=[N:22][C:18]=4[CH:17]=3)=[O:15])[CH:11]=2)[CH:6]=[N:5]1. The catalyst class is: 130. (3) Reactant: [CH2:1]([C:5]1[CH:10]=[CH:9][C:8]([C:11]#[C:12][C:13]2[CH:21]=[CH:20][C:16]([C:17](O)=[O:18])=[CH:15][CH:14]=2)=[CH:7][CH:6]=1)[CH2:2][CH2:3][CH3:4].S(Cl)([Cl:24])=O. Product: [CH2:1]([C:5]1[CH:10]=[CH:9][C:8]([C:11]#[C:12][C:13]2[CH:21]=[CH:20][C:16]([C:17]([Cl:24])=[O:18])=[CH:15][CH:14]=2)=[CH:7][CH:6]=1)[CH2:2][CH2:3][CH3:4]. The catalyst class is: 11. (4) Reactant: [Cl:1][C:2]1[C:3]([CH2:8][NH:9][CH:10]=O)=[N:4][CH:5]=[CH:6][N:7]=1.CC#N.O=P(Cl)(Cl)Cl.CN(C=O)C. Product: [Cl:1][C:2]1[C:3]2[N:4]([CH:10]=[N:9][CH:8]=2)[CH:5]=[CH:6][N:7]=1. The catalyst class is: 6. (5) Product: [CH3:60][O:56][C:54]([C@:5]12[CH2:34][CH2:33][C@@H:32]([C:35]([CH3:37])=[CH2:36])[C@@H:6]1[C@@H:7]1[C@@:2]([CH3:1])([CH2:3][CH2:4]2)[C@@:19]2([CH3:20])[CH:10]([C@:11]3([CH3:31])[C@@H:16]([CH2:17][CH2:18]2)[C:15]([CH3:21])([CH3:22])[C:14]([C:45]2[CH:46]=[C:47]([CH:51]=[CH:52][CH:53]=2)[C:48]([OH:50])=[O:49])=[CH:13][CH2:12]3)[CH2:9][CH2:8]1)=[O:57]. Reactant: [CH3:1][C@:2]12[C@@:19]3([CH3:20])[CH:10]([C@:11]4([CH3:31])[C@@H:16]([CH2:17][CH2:18]3)[C:15]([CH3:22])([CH3:21])[C:14](OS(C(F)(F)F)(=O)=O)=[CH:13][CH2:12]4)[CH2:9][CH2:8][C@@H:7]1[C@H:6]1[C@H:32]([C:35]([CH3:37])=[CH2:36])[CH2:33][CH2:34][C@:5]1(C(OC)=O)[CH2:4][CH2:3]2.B([C:45]1[CH:46]=[C:47]([CH:51]=[CH:52][CH:53]=1)[C:48]([OH:50])=[O:49])(O)O.[C:54](=[O:57])([O-:56])[O-].[Na+].[Na+].[CH3:60]OCCOC. The catalyst class is: 257. (6) Product: [CH3:1][C:2]1([CH3:9])[O:6][C@H:5]([CH2:7][O:8][C:11]2[CH:16]=[CH:15][N:14]=[C:13]([NH2:17])[CH:12]=2)[CH2:4][O:3]1. Reactant: [CH3:1][C:2]1([CH3:9])[O:6][C@H:5]([CH2:7][OH:8])[CH2:4][O:3]1.Cl[C:11]1[CH:16]=[CH:15][N:14]=[C:13]([NH2:17])[CH:12]=1.[Na]. The catalyst class is: 5.